This data is from HIV replication inhibition screening data with 41,000+ compounds from the AIDS Antiviral Screen. The task is: Binary Classification. Given a drug SMILES string, predict its activity (active/inactive) in a high-throughput screening assay against a specified biological target. (1) The drug is CC=CC=CC=CC(O)C(C)C(CCC(C)C1OC(=O)C=CC1C)OP(=O)(O)O.[NaH]. The result is 0 (inactive). (2) The drug is COC1C=COC2(C)Oc3c(C)c(O)c4c(O)c(cc(OCC(=O)N(C)CCCCC(=O)O)c4c3C2=O)NC(=O)C(C)=CC=CC(C)C(O)C(C)C(O)C(C)C(OC(C)=O)C1C. The result is 0 (inactive). (3) The result is 0 (inactive). The molecule is C=CC1(C)CCC2(C)C(CCC3(C)C2CC(O)C(O)C3(C)O)C1. (4) The molecule is CC1CC2=C(S(=O)(=O)c3ccccc3)CC(S(=O)(=O)c3ccccc3)(S(=O)(=O)c3ccccc3)CC21. The result is 0 (inactive). (5) The compound is O=C1c2ccccc2C(=O)c2c1c(-c1ccccc1)cc(CCO)c2-c1ccccc1. The result is 0 (inactive). (6) The drug is CCC1(Br)OC1=O. The result is 0 (inactive). (7) The drug is COc1ccc(N2C(=O)C3CSCN3C2=O)cc1. The result is 0 (inactive). (8) The drug is Cc1cscc(C)c1=S. The result is 0 (inactive).